This data is from Forward reaction prediction with 1.9M reactions from USPTO patents (1976-2016). The task is: Predict the product of the given reaction. (1) Given the reactants [CH3:1][O:2][C:3](=[O:27])[CH2:4][O:5][C:6]1[CH:15]=[CH:14][C:13]([F:16])=[C:12]2[C:7]=1[C:8]([CH3:26])=[C:9]([CH2:18][C:19]1[CH:24]=[CH:23][C:22]([Cl:25])=[CH:21][CH:20]=1)[C:10](=[O:17])[NH:11]2.C(=O)([O-])[O-].[K+].[K+].Cl[C:35](OC(=O)C)([F:37])[F:36], predict the reaction product. The product is: [CH3:1][O:2][C:3](=[O:27])[CH2:4][O:5][C:6]1[CH:15]=[CH:14][C:13]([F:16])=[C:12]2[C:7]=1[C:8]([CH3:26])=[C:9]([CH2:18][C:19]1[CH:20]=[CH:21][C:22]([Cl:25])=[CH:23][CH:24]=1)[C:10]([O:17][CH:35]([F:37])[F:36])=[N:11]2. (2) Given the reactants [NH2:1][C:2]1[C:10]2[C:5](=[CH:6][N:7]=[CH:8][C:9]=2[O:11][C:12]2[CH:17]=[CH:16][C:15]([Cl:18])=[CH:14][CH:13]=2)[S:4][C:3]=1[C:19]([NH2:21])=[O:20].C(N(CC)CC)C.O.[O:30]1CCC[CH2:31]1, predict the reaction product. The product is: [Cl:18][C:15]1[CH:14]=[CH:13][C:12]([O:11][C:9]2[C:10]3[C:2]4[NH:1][C:31](=[O:30])[NH:21][C:19](=[O:20])[C:3]=4[S:4][C:5]=3[CH:6]=[N:7][CH:8]=2)=[CH:17][CH:16]=1. (3) Given the reactants [CH3:1][O:2][C:3](=[O:15])[C:4](=O)[CH:5]([C:7]1[CH:12]=[CH:11][CH:10]=[C:9]([Br:13])[CH:8]=1)Cl.[C:16]([NH2:19])(=[S:18])[CH3:17], predict the reaction product. The product is: [CH3:1][O:2][C:3]([C:4]1[N:19]=[C:16]([CH3:17])[S:18][C:5]=1[C:7]1[CH:12]=[CH:11][CH:10]=[C:9]([Br:13])[CH:8]=1)=[O:15]. (4) The product is: [ClH:33].[CH3:26][O:25][CH2:24][C@H:10]1[CH2:9][NH:8][CH2:14][C:13]2[N:15]=[CH:16][C:17]([N:19]([CH3:23])[CH2:20][CH2:21][CH3:22])=[N:18][C:12]=2[O:11]1. Given the reactants C([N:8]1[CH2:14][C:13]2[N:15]=[CH:16][C:17]([N:19]([CH3:23])[CH2:20][CH2:21][CH3:22])=[N:18][C:12]=2[O:11][C@@H:10]([CH2:24][O:25][CH3:26])[CH2:9]1)C1C=CC=CC=1.C(OCC)(=O)C.[ClH:33], predict the reaction product. (5) Given the reactants [NH2:1][CH2:2][C:3](O)=O.[OH-].[Na+].Cl[CH2:9][C:10]1[CH:18]=[CH:17]C=C[C:11]=1[C:12](Cl)=O.[NH:19]1[CH2:24][CH2:23][O:22][CH2:21][CH2:20]1.Cl[C:26]([O:28][CH2:29][CH3:30])=[O:27].[N:31]([C:34]1[CH:41]=[CH:40][CH:39]=[CH:38][C:35]=1C=O)=[N+:32]=[N-:33], predict the reaction product. The product is: [N:31]([C:34]1[CH:35]=[CH:38][C:39]([CH:3]=[C:2]2[C:26](=[O:27])[O:28][C:29]([C:30]3[CH:17]=[CH:18][C:10]([CH2:9][N:19]4[CH2:24][CH2:23][O:22][CH2:21][CH2:20]4)=[CH:11][CH:12]=3)=[N:1]2)=[CH:40][CH:41]=1)=[N+:32]=[N-:33].